Dataset: Full USPTO retrosynthesis dataset with 1.9M reactions from patents (1976-2016). Task: Predict the reactants needed to synthesize the given product. (1) Given the product [CH2:1]([O:13][CH2:14][CH2:15][O:16][CH2:17][CH2:18][O:19][CH2:23][CH:22]([CH2:20][O:19][CH2:18][CH2:17][O:16][CH2:15][CH2:14][O:13][CH2:6][C:7]1[CH:12]=[CH:11][CH:10]=[CH:9][CH:8]=1)[OH:24])[C:2]1[CH:8]=[CH:7][CH:6]=[CH:4][CH:3]=1, predict the reactants needed to synthesize it. The reactants are: [CH2:1]([Li])[CH2:2][CH2:3][CH3:4].[CH2:6]([O:13][CH2:14][CH2:15][O:16][CH2:17][CH2:18][OH:19])[C:7]1[CH:12]=[CH:11][CH:10]=[CH:9][CH:8]=1.[CH2:20]([CH:22]1[O:24][CH2:23]1)Cl.[Cl-].[NH4+]. (2) Given the product [F:1][C:2]1[CH:11]=[CH:10][CH:9]=[C:8]2[C:3]=1[CH2:4][CH2:5][N:6]([C:39]([NH:38][C:35]1[CH:36]=[CH:37][C:32]([F:31])=[CH:33][CH:34]=1)=[O:40])[CH:7]2[C:12]1[CH:17]=[CH:16][C:15]([C:18]([F:19])([F:20])[F:21])=[CH:14][CH:13]=1, predict the reactants needed to synthesize it. The reactants are: [F:1][C:2]1[CH:11]=[CH:10][CH:9]=[C:8]2[C:3]=1[CH2:4][CH2:5][NH:6][CH:7]2[C:12]1[CH:17]=[CH:16][C:15]([C:18]([F:21])([F:20])[F:19])=[CH:14][CH:13]=1.C(N(C(C)C)CC)(C)C.[F:31][C:32]1[CH:37]=[CH:36][C:35]([N:38]=[C:39]=[O:40])=[CH:34][CH:33]=1. (3) Given the product [NH2:17][C:16]1[C:3]2[CH:4]=[N:5][C:6]3[CH:7]=[C:8]([O:14][CH3:15])[C:9]([O:12][CH3:13])=[CH:10][C:11]=3[C:2]=2[S:20](=[O:25])[C:19]=1[C:18]([O:22][CH3:23])=[O:21], predict the reactants needed to synthesize it. The reactants are: Cl[C:2]1[C:11]2[C:6](=[CH:7][C:8]([O:14][CH3:15])=[C:9]([O:12][CH3:13])[CH:10]=2)[N:5]=[CH:4][C:3]=1[C:16]#[N:17].[C:18]([O:22][CH3:23])(=[O:21])[CH2:19][SH:20].C([O-])([O-])=[O:25].[K+].[K+]. (4) Given the product [CH3:23][N:19]1[CH2:20][CH2:21][CH2:22][N:17]2[C:16](=[O:25])[N:15]=[C:14]([O:12][CH2:11][CH2:10][C:4]3[CH:3]=[C:2]([F:1])[C:7]([F:8])=[C:6]([F:9])[CH:5]=3)[CH:24]=[C:18]12, predict the reactants needed to synthesize it. The reactants are: [F:1][C:2]1[CH:3]=[C:4]([CH2:10][CH2:11][OH:12])[CH:5]=[C:6]([F:9])[C:7]=1[F:8].Cl[C:14]1[CH:24]=[C:18]2[N:19]([CH3:23])[CH2:20][CH2:21][CH2:22][N:17]2[C:16](=[O:25])[N:15]=1. (5) Given the product [Br:11][C:12]1[C:17]([O:18][CH2:1][O:2][CH3:3])=[CH:16][CH:15]=[C:14]([N+:19]([O-:21])=[O:20])[N:13]=1, predict the reactants needed to synthesize it. The reactants are: [CH3:1][O:2][CH2:3]Cl.C(=O)([O-])[O-].[K+].[K+].[Br:11][C:12]1[C:17]([OH:18])=[CH:16][CH:15]=[C:14]([N+:19]([O-:21])=[O:20])[N:13]=1. (6) Given the product [CH3:27][C@:14]12[CH2:13][CH2:12][C:11](=[O:28])[CH:10]=[C:9]1[NH:8][CH2:21][C@@H:20]1[C@@H:15]2[CH2:16][CH2:17][C@:18]2([CH3:26])[C:24](=[O:25])[CH2:23][CH2:22][C@H:19]21, predict the reactants needed to synthesize it. The reactants are: C(OC([N:8]1[CH2:21][CH:20]2[CH:15]([CH2:16][CH2:17][C:18]3([CH3:26])[C:24](=[O:25])[CH2:23][CH2:22][CH:19]32)[C:14]2([CH3:27])[C:9]1=[CH:10][C:11](=[O:28])[CH2:12][CH2:13]2)=O)(C)(C)C.FC(F)(F)C(O)=O.[OH-].[Na+].